From a dataset of Forward reaction prediction with 1.9M reactions from USPTO patents (1976-2016). Predict the product of the given reaction. (1) Given the reactants [CH3:1][C:2]([CH3:35])([CH3:34])[CH2:3][CH2:4][C@:5]1([CH3:33])[C:14]2[C:9](=[CH:10][CH:11]=[CH:12][CH:13]=2)[C:8]([OH:15])=[C:7]([C:16]2[NH:21][C:20]3[S:22][CH:23]=[C:24]([CH2:25][O:26]COC)[C:19]=3[S:18](=[O:31])(=[O:30])[N:17]=2)[C:6]1=[O:32].Cl, predict the reaction product. The product is: [CH3:1][C:2]([CH3:35])([CH3:34])[CH2:3][CH2:4][C@:5]1([CH3:33])[C:14]2[C:9](=[CH:10][CH:11]=[CH:12][CH:13]=2)[C:8]([OH:15])=[C:7]([C:16]2[NH:21][C:20]3[S:22][CH:23]=[C:24]([CH2:25][OH:26])[C:19]=3[S:18](=[O:31])(=[O:30])[N:17]=2)[C:6]1=[O:32]. (2) Given the reactants [N+:1]([C:4]1[CH:10]=[CH:9][CH:8]=[CH:7][C:5]=1[NH2:6])([O-:3])=[O:2].C(O[CH:14]=[C:15]([C:21]([O:23][CH2:24][CH3:25])=[O:22])[C:16]([O:18][CH2:19][CH3:20])=[O:17])C, predict the reaction product. The product is: [N+:1]([C:4]1[CH:10]=[CH:9][CH:8]=[CH:7][C:5]=1[NH:6][CH:14]=[C:15]([C:16]([O:18][CH2:19][CH3:20])=[O:17])[C:21]([O:23][CH2:24][CH3:25])=[O:22])([O-:3])=[O:2].